Dataset: Peptide-MHC class I binding affinity with 185,985 pairs from IEDB/IMGT. Task: Regression. Given a peptide amino acid sequence and an MHC pseudo amino acid sequence, predict their binding affinity value. This is MHC class I binding data. (1) The peptide sequence is RENQVAVVR. The MHC is HLA-B07:02 with pseudo-sequence HLA-B07:02. The binding affinity (normalized) is 0.0847. (2) The peptide sequence is ILDNLRCHSA. The MHC is HLA-A02:03 with pseudo-sequence HLA-A02:03. The binding affinity (normalized) is 0.608. (3) The peptide sequence is ISEMLSKEY. The MHC is HLA-A29:02 with pseudo-sequence HLA-A29:02. The binding affinity (normalized) is 0.521. (4) The peptide sequence is LEVKFNAPA. The MHC is HLA-B44:02 with pseudo-sequence HLA-B44:02. The binding affinity (normalized) is 0.0787. (5) The peptide sequence is GDRWFLNRFT. The MHC is HLA-B40:02 with pseudo-sequence HLA-B40:02. The binding affinity (normalized) is 0. (6) The peptide sequence is RPGGKKHYR. The MHC is HLA-B81:01 with pseudo-sequence YYSEYRNIYAQTDESNLYLSYNYYSLAVLAYEWY. The binding affinity (normalized) is 0.0847. (7) The peptide sequence is APVLRDIDL. The MHC is HLA-B54:01 with pseudo-sequence HLA-B54:01. The binding affinity (normalized) is 0. (8) The peptide sequence is VEIPNRIVF. The MHC is HLA-B27:05 with pseudo-sequence HLA-B27:05. The binding affinity (normalized) is 0.0847.